From a dataset of Full USPTO retrosynthesis dataset with 1.9M reactions from patents (1976-2016). Predict the reactants needed to synthesize the given product. (1) The reactants are: [C:1](Cl)(=[O:5])[CH:2]([CH3:4])[CH3:3].[CH2:7]([CH:9]([CH2:27][CH3:28])[CH2:10][C:11]1([C:17]([NH:19][C:20]2[CH:25]=[CH:24][CH:23]=[CH:22][C:21]=2[SH:26])=[O:18])[CH2:16][CH2:15][CH2:14][CH2:13][CH2:12]1)[CH3:8].C(C(CC)CC1(C2SC3C=CC=CC=3N=2)CCCCC1)C. Given the product [CH3:3][CH:2]([CH3:4])[C:1]([S:26][C:21]1[CH:22]=[CH:23][CH:24]=[CH:25][C:20]=1[NH:19][C:17]([C:11]1([CH2:10][CH:9]([CH2:27][CH3:28])[CH2:7][CH3:8])[CH2:12][CH2:13][CH2:14][CH2:15][CH2:16]1)=[O:18])=[O:5], predict the reactants needed to synthesize it. (2) Given the product [F:17][C:18]1[N:23]=[CH:22][C:21]([C:2]2[CH:7]=[N:6][C:5]([C:8]3[CH:13]=[CH:12][CH:11]=[CH:10][CH:9]=3)=[C:4]([N+:14]([O-:16])=[O:15])[CH:3]=2)=[CH:20][CH:19]=1, predict the reactants needed to synthesize it. The reactants are: Br[C:2]1[CH:3]=[C:4]([N+:14]([O-:16])=[O:15])[C:5]([C:8]2[CH:13]=[CH:12][CH:11]=[CH:10][CH:9]=2)=[N:6][CH:7]=1.[F:17][C:18]1[N:23]=[CH:22][C:21](B(O)O)=[CH:20][CH:19]=1.C(=O)([O-])[O-].[K+].[K+].O. (3) Given the product [CH2:1]([C:3]([C:25]1[CH:30]=[CH:29][C:28]([O:31][CH2:48][C@H:49]2[O:53][C:52](=[O:54])[CH2:51][CH2:50]2)=[C:27]([CH3:32])[CH:26]=1)([C:6]1[CH:11]=[CH:10][C:9](/[CH:12]=[CH:13]/[C:14]([CH2:22][CH3:23])([OH:21])[CH2:15][CH2:16][CH2:17][CH2:18][CH2:19][CH3:20])=[C:8]([CH3:24])[CH:7]=1)[CH2:4][CH3:5])[CH3:2], predict the reactants needed to synthesize it. The reactants are: [CH2:1]([C:3]([C:25]1[CH:30]=[CH:29][C:28]([OH:31])=[C:27]([CH3:32])[CH:26]=1)([C:6]1[CH:11]=[CH:10][C:9](/[CH:12]=[CH:13]/[C:14]([CH2:22][CH3:23])([OH:21])[CH2:15][CH2:16][CH2:17][CH2:18][CH2:19][CH3:20])=[C:8]([CH3:24])[CH:7]=1)[CH2:4][CH3:5])[CH3:2].C([O-])([O-])=O.[K+].[K+].C1(C)C=CC(S([CH2:48][C@H:49]2[O:53][C:52](=[O:54])[CH2:51][CH2:50]2)(=O)=O)=CC=1. (4) Given the product [CH3:32][C:25]([C:22]1[N:20]2[CH:21]=[C:16]([O:14][C@H:7]3[C:8]4[C:13](=[CH:12][CH:11]=[CH:10][CH:9]=4)[C@@H:4]([NH2:3])[CH2:5][CH2:6]3)[CH:17]=[CH:18][C:19]2=[N:24][N:23]=1)([N:27]1[CH2:28][CH2:29][CH2:30][CH2:31]1)[CH3:26], predict the reactants needed to synthesize it. The reactants are: [H-].[Na+].[NH2:3][C@@H:4]1[C:13]2[C:8](=[CH:9][CH:10]=[CH:11][CH:12]=2)[C@H:7]([OH:14])[CH2:6][CH2:5]1.F[C:16]1[CH:17]=[CH:18][C:19]2[N:20]([C:22]([C:25]([CH3:32])([N:27]3[CH2:31][CH2:30][CH2:29][CH2:28]3)[CH3:26])=[N:23][N:24]=2)[CH:21]=1. (5) Given the product [Cl:29][C:26]1[CH:27]=[CH:28][C:23]([C:3]2[C:2]([C:32]3[CH:33]=[CH:34][C:35]([CH3:37])=[CH:36][C:31]=3[Cl:30])=[CH:7][N:6]3[C:8]([CH2:11][C:12]4[C:13]([CH3:22])=[N:14][C:15]([C:18]([F:20])([F:19])[F:21])=[CH:16][CH:17]=4)=[N:9][N:10]=[C:5]3[CH:4]=2)=[CH:24][CH:25]=1, predict the reactants needed to synthesize it. The reactants are: Br[C:2]1[C:3]([C:23]2[CH:28]=[CH:27][C:26]([Cl:29])=[CH:25][CH:24]=2)=[CH:4][C:5]2[N:6]([C:8]([CH2:11][C:12]3[C:13]([CH3:22])=[N:14][C:15]([C:18]([F:21])([F:20])[F:19])=[CH:16][CH:17]=3)=[N:9][N:10]=2)[CH:7]=1.[Cl:30][C:31]1[CH:36]=[C:35]([CH3:37])[CH:34]=[CH:33][C:32]=1B(O)O.C([O-])([O-])=O.[K+].[K+].ClC1C=CC(C2C(C3C=CC(Cl)=CC=3Cl)=CN3C(CC4C=NC(C(F)(F)F)=CC=4)=NN=C3C=2)=CC=1.